Task: Regression. Given a peptide amino acid sequence and an MHC pseudo amino acid sequence, predict their binding affinity value. This is MHC class I binding data.. Dataset: Peptide-MHC class I binding affinity with 185,985 pairs from IEDB/IMGT (1) The peptide sequence is VVECLTVPNI. The MHC is HLA-A02:03 with pseudo-sequence HLA-A02:03. The binding affinity (normalized) is 0.0864. (2) The peptide sequence is TLYCVHQRI. The binding affinity (normalized) is 0.397. The MHC is Mamu-B8301 with pseudo-sequence Mamu-B8301. (3) The peptide sequence is IMYDSGAKY. The MHC is HLA-B58:01 with pseudo-sequence HLA-B58:01. The binding affinity (normalized) is 0.0847. (4) The peptide sequence is GTSTDVVYR. The MHC is HLA-A11:01 with pseudo-sequence HLA-A11:01. The binding affinity (normalized) is 0.733. (5) The peptide sequence is CTAVSTSLL. The MHC is Mamu-A01 with pseudo-sequence Mamu-A01. The binding affinity (normalized) is 0.851. (6) The peptide sequence is GDEALTGFL. The MHC is HLA-B44:03 with pseudo-sequence HLA-B44:03. The binding affinity (normalized) is 0. (7) The peptide sequence is YTAFTLPSVN. The MHC is Mamu-A02 with pseudo-sequence Mamu-A02. The binding affinity (normalized) is 0.276. (8) The peptide sequence is IQESFIRFT. The MHC is HLA-A02:01 with pseudo-sequence HLA-A02:01. The binding affinity (normalized) is 0.0299. (9) The peptide sequence is KMYWITRSK. The MHC is HLA-A69:01 with pseudo-sequence HLA-A69:01. The binding affinity (normalized) is 0.0847. (10) The peptide sequence is GYAWIDFDI. The MHC is HLA-B35:01 with pseudo-sequence HLA-B35:01. The binding affinity (normalized) is 0.0847.